Dataset: Forward reaction prediction with 1.9M reactions from USPTO patents (1976-2016). Task: Predict the product of the given reaction. (1) Given the reactants [Cl:1][C:2]1[CH:7]=[CH:6][CH:5]=[C:4]([Cl:8])[C:3]=1[C:9]1[C:13]([CH2:14][O:15][C:16]2[CH:21]=[CH:20][C:19]([C:22]3[CH:34]=[CH:33][C:25]4[C:26]([C:29]([O:31]C)=[O:30])=[CH:27][S:28][C:24]=4[CH:23]=3)=[CH:18][CH:17]=2)=[C:12]([CH:35]([CH3:37])[CH3:36])[O:11][N:10]=1.[OH-].[Li+].CO, predict the reaction product. The product is: [Cl:8][C:4]1[CH:5]=[CH:6][CH:7]=[C:2]([Cl:1])[C:3]=1[C:9]1[C:13]([CH2:14][O:15][C:16]2[CH:21]=[CH:20][C:19]([C:22]3[CH:34]=[CH:33][C:25]4[C:26]([C:29]([OH:31])=[O:30])=[CH:27][S:28][C:24]=4[CH:23]=3)=[CH:18][CH:17]=2)=[C:12]([CH:35]([CH3:37])[CH3:36])[O:11][N:10]=1. (2) The product is: [ClH:29].[CH:18]1([CH2:17][NH:16][C:14]2[N:13]=[C:12]([NH:21][CH2:22][CH2:23][CH3:24])[C:10]3[N:11]=[C:6]([NH:5][CH2:4][CH:1]4[CH2:3][CH2:2]4)[N:7]=[C:8]([NH:25][CH2:26][CH2:27][CH3:28])[C:9]=3[N:15]=2)[CH2:20][CH2:19]1. Given the reactants [CH:1]1([CH2:4][NH:5][C:6]2[N:7]=[C:8]([NH:25][CH2:26][CH2:27][CH3:28])[C:9]3[N:15]=[C:14]([NH:16][CH2:17][CH:18]4[CH2:20][CH2:19]4)[N:13]=[C:12]([NH:21][CH2:22][CH2:23][CH3:24])[C:10]=3[N:11]=2)[CH2:3][CH2:2]1.[ClH:29].C(OCC)C.Cl.CN(C)C1N=C(NCCC)C2N=C(NC)N=C(NCCC)C=2N=1, predict the reaction product. (3) Given the reactants C([O:3][C:4]([C:6]1[CH:7]=[C:8]2[C:13](=[CH:14][CH:15]=1)[N:12]=[CH:11][C:10]([C:16]#[N:17])=[C:9]2[C:18]1[CH:19]=[N:20][CH:21]=[CH:22][CH:23]=1)=O)C.[H-], predict the reaction product. The product is: [OH:3][CH2:4][C:6]1[CH:7]=[C:8]2[C:13](=[CH:14][CH:15]=1)[N:12]=[CH:11][C:10]([C:16]#[N:17])=[C:9]2[C:18]1[CH:19]=[N:20][CH:21]=[CH:22][CH:23]=1. (4) Given the reactants [N:1]1[CH:6]=[CH:5][C:4]([CH3:7])=[CH:3][CH:2]=1.[CH3:8][S:9]([O:12][CH2:13][CH2:14][S:15][S:16][CH2:17][CH2:18]OS(C)(=O)=O)(=[O:11])=[O:10].C(O[CH2:28][CH3:29])(=O)C, predict the reaction product. The product is: [CH3:8][S:9]([O-:12])(=[O:11])=[O:10].[CH3:8][S:9]([O-:12])(=[O:11])=[O:10].[S:16]([CH2:17][CH2:18][N+:1]1[CH:6]=[CH:5][C:28]([CH3:29])=[CH:3][CH:2]=1)[S:15][CH2:14][CH2:13][N+:1]1[CH:6]=[CH:5][C:4]([CH3:7])=[CH:3][CH:2]=1. (5) Given the reactants Cl[C:2]1[N:3]=[C:4]([N:19]2[CH2:24][CH2:23][O:22][CH2:21][CH2:20]2)[C:5]2[S:10][C:9]([CH2:11][N:12]3[CH2:17][CH2:16][N:15]([CH3:18])[CH2:14][CH2:13]3)=[CH:8][C:6]=2[N:7]=1.[NH2:25][C:26]1[CH:27]=[C:28](B(O)O)[CH:29]=[CH:30][C:31]=1[CH3:32], predict the reaction product. The product is: [CH3:32][C:31]1[CH:30]=[CH:29][C:28]([C:2]2[N:3]=[C:4]([N:19]3[CH2:24][CH2:23][O:22][CH2:21][CH2:20]3)[C:5]3[S:10][C:9]([CH2:11][N:12]4[CH2:17][CH2:16][N:15]([CH3:18])[CH2:14][CH2:13]4)=[CH:8][C:6]=3[N:7]=2)=[CH:27][C:26]=1[NH2:25].